From a dataset of Full USPTO retrosynthesis dataset with 1.9M reactions from patents (1976-2016). Predict the reactants needed to synthesize the given product. (1) Given the product [Cl:9][C:10]1[CH:43]=[CH:42][C:13]2[S:14][C:15]3[CH:41]=[CH:40][CH:39]=[CH:38][C:16]=3[C:17]3[NH:18][C:19]([CH2:22][O:23][CH2:24][CH2:25][CH2:26][N:27]([CH3:28])[CH3:29])=[N:20][C:21]=3[C:12]=2[CH:11]=1, predict the reactants needed to synthesize it. The reactants are: Cl.CN(C)CCCCl.[Cl:9][C:10]1[CH:43]=[CH:42][C:13]2[S:14][C:15]3[CH:41]=[CH:40][CH:39]=[CH:38][C:16]=3[C:17]3[N:18](COCC[Si](C)(C)C)[C:19]([CH2:22][O:23][CH2:24][CH2:25][CH2:26][N:27]([CH3:29])[CH3:28])=[N:20][C:21]=3[C:12]=2[CH:11]=1. (2) The reactants are: [C:1]([O:5][C:6]([NH:8][C@@H:9]([CH2:32][CH3:33])[C:10]([NH:12][CH2:13]/[CH:14]=[CH:15]/[C:16]1[C:24]2[C:19](=[CH:20][CH:21]=[CH:22][CH:23]=2)[N:18]([C:25]([O:27][C:28]([CH3:31])([CH3:30])[CH3:29])=[O:26])[CH:17]=1)=[O:11])=[O:7])([CH3:4])([CH3:3])[CH3:2]. Given the product [C:28]([O:27][C:25]([N:18]1[C:19]2[C:24](=[CH:23][CH:22]=[CH:21][CH:20]=2)[C:16]([CH2:15][CH2:14][CH2:13][NH:12][C:10](=[O:11])[C@@H:9]([NH:8][C:6]([O:5][C:1]([CH3:4])([CH3:3])[CH3:2])=[O:7])[CH2:32][CH3:33])=[CH:17]1)=[O:26])([CH3:31])([CH3:29])[CH3:30], predict the reactants needed to synthesize it.